This data is from Forward reaction prediction with 1.9M reactions from USPTO patents (1976-2016). The task is: Predict the product of the given reaction. (1) Given the reactants [CH3:1][C@@H:2]1[CH2:7][CH2:6][CH2:5][NH:4][C@@H:3]1[CH2:8][N:9]1[C:17](=[O:18])[C:16]2[C:11](=[CH:12][CH:13]=[CH:14][CH:15]=2)[C:10]1=[O:19].[CH3:20][C:21]1[CH:22]=[CH:23][C:24]([C:30]2[CH:31]=[N:32][N:33]([CH3:35])[CH:34]=2)=[C:25]([CH:29]=1)[C:26](O)=[O:27].C(N(C(C)C)CC)(C)C.CN(C(ON1N=NC2C=CC=NC1=2)=[N+](C)C)C.F[P-](F)(F)(F)(F)F, predict the reaction product. The product is: [CH3:1][C@@H:2]1[CH2:7][CH2:6][CH2:5][N:4]([C:26](=[O:27])[C:25]2[CH:29]=[C:21]([CH3:20])[CH:22]=[CH:23][C:24]=2[C:30]2[CH:31]=[N:32][N:33]([CH3:35])[CH:34]=2)[C@@H:3]1[CH2:8][N:9]1[C:17](=[O:18])[C:16]2[C:11](=[CH:12][CH:13]=[CH:14][CH:15]=2)[C:10]1=[O:19]. (2) The product is: [CH2:15]([N:17]1[C:25]2[C:20](=[N:21][CH:22]=[CH:23][C:24]=2[CH3:26])[N:19]([C:27]2[CH:32]=[CH:31][C:30]([O:33][C:3]3[N:2]([CH3:1])[C:6]4=[N:7][CH:8]=[CH:9][CH:10]=[C:5]4[N:4]=3)=[CH:29][CH:28]=2)[C:18]1=[O:34])[CH3:16]. Given the reactants [CH3:1][N:2]1[C:6]2=[N:7][CH:8]=[CH:9][CH:10]=[C:5]2[N:4]=[C:3]1S(C)(=O)=O.[CH2:15]([N:17]1[C:25]2[C:20](=[N:21][CH:22]=[CH:23][C:24]=2[CH3:26])[N:19]([C:27]2[CH:32]=[CH:31][C:30]([OH:33])=[CH:29][CH:28]=2)[C:18]1=[O:34])[CH3:16].CC(C)([O-])C.[K+].O, predict the reaction product. (3) Given the reactants [CH2:1]([N:3]1[CH:7]=[C:6]([C:8]([NH:10][C:11]2[CH:12]=[N:13][C:14]([CH:17]([CH3:19])[CH3:18])=[CH:15][CH:16]=2)=O)[CH:5]=[N:4]1)[CH3:2].Cl.C(=O)([O-])O.[Na+], predict the reaction product. The product is: [CH2:1]([N:3]1[CH:7]=[C:6]([CH2:8][NH:10][C:11]2[CH:12]=[N:13][C:14]([CH:17]([CH3:18])[CH3:19])=[CH:15][CH:16]=2)[CH:5]=[N:4]1)[CH3:2]. (4) Given the reactants C([O:3][C:4](=[O:52])[C:5]1[CH:10]=[CH:9][CH:8]=[C:7]([O:11][CH2:12][CH2:13][CH2:14][N:15]2[C:19]3[CH:20]=[CH:21][CH:22]=[CH:23][C:18]=3[N:17]([CH2:24][C:25]3[CH:30]=[CH:29][C:28]([N:31]4[CH2:36][CH2:35][N:34]([CH2:37][C:38]5[CH:43]=[CH:42][CH:41]=[CH:40][C:39]=5[C:44]5[CH:49]=[CH:48][C:47]([Cl:50])=[CH:46][CH:45]=5)[CH2:33][CH2:32]4)=[CH:27][CH:26]=3)[C:16]2=[NH:51])[CH:6]=1)C.O[Li].O, predict the reaction product. The product is: [Cl:50][C:47]1[CH:48]=[CH:49][C:44]([C:39]2[CH:40]=[CH:41][CH:42]=[CH:43][C:38]=2[CH2:37][N:34]2[CH2:35][CH2:36][N:31]([C:28]3[CH:27]=[CH:26][C:25]([CH2:24][N:17]4[C:18]5[CH:23]=[CH:22][CH:21]=[CH:20][C:19]=5[N:15]([CH2:14][CH2:13][CH2:12][O:11][C:7]5[CH:6]=[C:5]([CH:10]=[CH:9][CH:8]=5)[C:4]([OH:52])=[O:3])[C:16]4=[NH:51])=[CH:30][CH:29]=3)[CH2:32][CH2:33]2)=[CH:45][CH:46]=1. (5) Given the reactants P(CCCC)(CCCC)CCCC.C1CCN(C(N=NC(N2CCCCC2)=O)=O)CC1.[F:32][C:33]1[C:34]([C:40]2[CH:45]=[CH:44][C:43]([OH:46])=[CH:42][CH:41]=2)=[N:35][CH:36]=[C:37]([F:39])[CH:38]=1.O[CH2:48][C@H:49]1[CH2:54][CH2:53][O:52][CH2:51][C@@H:50]1[NH:55][C:56](=[O:62])[O:57][C:58]([CH3:61])([CH3:60])[CH3:59].[OH-].[Na+], predict the reaction product. The product is: [F:32][C:33]1[C:34]([C:40]2[CH:45]=[CH:44][C:43]([O:46][CH2:48][C@H:49]3[CH2:54][CH2:53][O:52][CH2:51][C@@H:50]3[NH:55][C:56](=[O:62])[O:57][C:58]([CH3:61])([CH3:60])[CH3:59])=[CH:42][CH:41]=2)=[N:35][CH:36]=[C:37]([F:39])[CH:38]=1. (6) Given the reactants Br[CH2:2][C:3]([N:5]([C:12]1[CH:17]=[CH:16][CH:15]=[CH:14][CH:13]=1)[C:6]1[CH:11]=[CH:10][CH:9]=[CH:8][CH:7]=1)=[O:4].[Cl:18][C:19]1[CH:26]=[CH:25][CH:24]=[CH:23][C:20]=1[CH2:21][NH2:22].C([O-])(O)=O.[Na+], predict the reaction product. The product is: [ClH:18].[Cl:18][C:19]1[CH:26]=[CH:25][CH:24]=[CH:23][C:20]=1[CH2:21][NH:22][CH2:2][C:3]([N:5]([C:12]1[CH:17]=[CH:16][CH:15]=[CH:14][CH:13]=1)[C:6]1[CH:11]=[CH:10][CH:9]=[CH:8][CH:7]=1)=[O:4]. (7) Given the reactants [F:1][CH:2]([F:14])[S:3][C:4]1[CH:11]=[CH:10][C:7]([NH:8][CH3:9])=[C:6]([CH3:12])[C:5]=1[CH3:13].[F:15][C:16]1[CH:26]=[CH:25][CH:24]=[C:23]([F:27])[C:17]=1[C:18]([N:20]=[C:21]=[O:22])=[O:19], predict the reaction product. The product is: [F:15][C:16]1[CH:26]=[CH:25][CH:24]=[C:23]([F:27])[C:17]=1[C:18]([NH:20][C:21](=[O:22])[N:8]([C:7]1[CH:10]=[CH:11][C:4]([S:3][CH:2]([F:14])[F:1])=[C:5]([CH3:13])[C:6]=1[CH3:12])[CH3:9])=[O:19]. (8) Given the reactants [Cl:1][C:2]1[CH:7]=[CH:6][C:5]([N:8]2[C@@H:12]([C:13]3[CH:18]=[CH:17][CH:16]=[C:15]([OH:19])[CH:14]=3)[CH2:11][O:10][C:9]2=[O:20])=[CH:4][CH:3]=1.Br[C:22]1[CH:27]=[N:26][CH:25]=[CH:24][N:23]=1.CN(C)CC(O)=O.C([O-])([O-])=O.[Cs+].[Cs+], predict the reaction product. The product is: [Cl:1][C:2]1[CH:3]=[CH:4][C:5]([N:8]2[C@@H:12]([C:13]3[CH:18]=[CH:17][CH:16]=[C:15]([O:19][C:22]4[CH:27]=[N:26][CH:25]=[CH:24][N:23]=4)[CH:14]=3)[CH2:11][O:10][C:9]2=[O:20])=[CH:6][CH:7]=1. (9) Given the reactants [Br:1][C:2]1[CH:7]=[CH:6][C:5]([C@@H:8]([N:15]([CH3:31])[C:16](=[O:30])[CH2:17][N:18]([CH2:27][C:28]#[N:29])[C:19]2[CH:24]=[CH:23][C:22]([Cl:25])=[C:21]([Cl:26])[CH:20]=2)[CH2:9][N:10]2[CH2:14][CH2:13][CH2:12][CH2:11]2)=[CH:4][CH:3]=1.[Li+].[OH-].FC(F)(F)C(O)=[O:37], predict the reaction product. The product is: [NH2:29][C:28](=[O:37])[CH2:27][N:18]([C:19]1[CH:24]=[CH:23][C:22]([Cl:25])=[C:21]([Cl:26])[CH:20]=1)[CH2:17][C:16]([N:15]([C@H:8]([C:5]1[CH:6]=[CH:7][C:2]([Br:1])=[CH:3][CH:4]=1)[CH2:9][N:10]1[CH2:14][CH2:13][CH2:12][CH2:11]1)[CH3:31])=[O:30]. (10) The product is: [Br:1][C:2]1[CH:8]=[C:9]2[C:5](=[CH:4][CH:3]=1)[N:12]([CH2:13][CH2:14][CH2:15][CH3:7])[CH:11]=[CH:10]2. Given the reactants [Br:1][CH2:2][CH2:3][CH2:4][CH3:5].Br[C:7]1[CH:8]=[C:9]2[C:13](=[CH:14][CH:15]=1)[NH:12][CH:11]=[CH:10]2, predict the reaction product.